This data is from Forward reaction prediction with 1.9M reactions from USPTO patents (1976-2016). The task is: Predict the product of the given reaction. (1) Given the reactants O.[NH2:2]N.[Cl:4][C:5]1[C:10]([Cl:11])=[CH:9][CH:8]=[CH:7][C:6]=1[CH2:12][N:13]1[C:17]2[CH:18]=[C:19]([N:29]3[CH2:34][CH2:33][O:32][CH2:31][CH2:30]3)[CH:20]=[C:21]([C:22](/[N:24]=[CH:25]/[N:26](C)C)=O)[C:16]=2[N:15]=[C:14]1[CH3:35].C([O-])(O)=O.[Na+], predict the reaction product. The product is: [Cl:4][C:5]1[C:10]([Cl:11])=[CH:9][CH:8]=[CH:7][C:6]=1[CH2:12][N:13]1[C:17]2[CH:18]=[C:19]([N:29]3[CH2:30][CH2:31][O:32][CH2:33][CH2:34]3)[CH:20]=[C:21]([C:22]3[N:24]=[CH:25][NH:26][N:2]=3)[C:16]=2[N:15]=[C:14]1[CH3:35]. (2) Given the reactants [CH3:1][N:2]1[C:6]2=[N:7][CH:8]=[CH:9][CH:10]=[C:5]2[CH:4]=[CH:3]1.[C:11]1(I)[CH:16]=[CH:15][CH:14]=[CH:13][CH:12]=1.C([O-])(=O)C.[Cs+], predict the reaction product. The product is: [CH3:1][N:2]1[C:6]2=[N:7][CH:8]=[CH:9][CH:10]=[C:5]2[CH:4]=[C:3]1[C:11]1[CH:16]=[CH:15][CH:14]=[CH:13][CH:12]=1. (3) Given the reactants CS([C:5]1[N:10]=[C:9]([C:11]2[N:12]=[CH:13][S:14][C:15]=2[C:16]#[N:17])[CH:8]=[CH:7][N:6]=1)(=O)=O.CS(C1N=C(C2N=CSC=2C#N)C=CN=1)=O.[CH3:34][C:35]1[CH:36]=[C:37]([CH:39]=[C:40]([CH3:42])[CH:41]=1)[NH2:38], predict the reaction product. The product is: [CH3:34][C:35]1[CH:36]=[C:37]([NH:38][C:5]2[N:10]=[C:9]([C:11]3[N:12]=[CH:13][S:14][C:15]=3[C:16]#[N:17])[CH:8]=[CH:7][N:6]=2)[CH:39]=[C:40]([CH3:42])[CH:41]=1. (4) Given the reactants [F:8][C:7]([F:10])([F:9])[C:6](O[C:6](=[O:11])[C:7]([F:10])([F:9])[F:8])=[O:11].[C:14]1([N:20]2[CH2:25][CH2:24][NH:23][CH2:22][CH2:21]2)[CH:19]=[CH:18][CH:17]=[CH:16][CH:15]=1.C(N(CC)CC)C, predict the reaction product. The product is: [F:10][C:7]([F:8])([F:9])[C:6]([N:23]1[CH2:24][CH2:25][N:20]([C:14]2[CH:19]=[CH:18][CH:17]=[CH:16][CH:15]=2)[CH2:21][CH2:22]1)=[O:11]. (5) Given the reactants CS(O)(=O)=O.[C:6](OC(=O)C)(=[O:8])[CH3:7].[C:13]([O:16][C:17]1[C:18]([CH3:40])=[C:19]([CH:36]=[C:37]([CH3:39])[CH:38]=1)[C:20]([NH:22][C@@H:23]([CH2:29][C:30]1[CH:35]=[CH:34][CH:33]=[CH:32][CH:31]=1)[C@H:24]([OH:28])[C:25]([OH:27])=[O:26])=[O:21])(=[O:15])[CH3:14].CCCCCCC, predict the reaction product. The product is: [C:6]([O:28][C@@H:24]([C@@H:23]([NH:22][C:20](=[O:21])[C:19]1[CH:36]=[C:37]([CH3:39])[CH:38]=[C:17]([O:16][C:13](=[O:15])[CH3:14])[C:18]=1[CH3:40])[CH2:29][C:30]1[CH:35]=[CH:34][CH:33]=[CH:32][CH:31]=1)[C:25]([OH:27])=[O:26])(=[O:8])[CH3:7].